Dataset: Reaction yield outcomes from USPTO patents with 853,638 reactions. Task: Predict the reaction yield, written as a fraction of the theoretical maximum amount of product (1.0 means a 100% yield; for example, 0.34 means a 34% yield). (1) The reactants are [CH2:1]([C:8]1[C:9](=[O:18])[NH:10][C:11]([O:15][CH2:16][CH3:17])=[N:12][C:13]=1[CH3:14])[C:2]1[CH:7]=[CH:6][CH:5]=[CH:4][CH:3]=1.Br[CH2:20][C:21]1[CH:26]=[CH:25][C:24]([C:27]2[CH:32]=[CH:31][CH:30]=[CH:29][C:28]=2[C:33]2[N:37]=[C:36](C(Cl)(Cl)Cl)[O:35][N:34]=2)=[CH:23][CH:22]=1.C(=O)([O-])[O-:43].[Cs+].[Cs+]. The catalyst is CN(C)C=O.C(OCC)(=O)C. The product is [CH2:1]([C:8]1[C:9](=[O:18])[N:10]([CH2:20][C:21]2[CH:26]=[CH:25][C:24]([C:27]3[CH:32]=[CH:31][CH:30]=[CH:29][C:28]=3[C:33]3[NH:37][C:36](=[O:43])[O:35][N:34]=3)=[CH:23][CH:22]=2)[C:11]([O:15][CH2:16][CH3:17])=[N:12][C:13]=1[CH3:14])[C:2]1[CH:3]=[CH:4][CH:5]=[CH:6][CH:7]=1. The yield is 0.200. (2) The reactants are [CH:1](=O)[CH:2]([CH3:4])[CH3:3].[CH2:6]([SH:10])[CH2:7][CH2:8][SH:9].B(F)(F)F.CCOCC. The catalyst is ClCCl. The product is [CH:2]([CH:1]1[S:10][CH2:6][CH2:7][CH2:8][S:9]1)([CH3:4])[CH3:3]. The yield is 1.00. (3) The reactants are Cl.[NH2:2][C@@H:3]([C:7]([C:10]1[CH:15]=[CH:14][C:13]([Cl:16])=[CH:12][CH:11]=1)([CH3:9])[CH3:8])[C:4]([OH:6])=[O:5].[C:17](=O)([O-:23])[O:18][C:19]([CH3:22])([CH3:21])[CH3:20].[C:17](=O)([O-:23])[O:18][C:19]([CH3:22])([CH3:21])[CH3:20].Cl. The catalyst is [OH-].[Na+]. The product is [C:19]([O:18][C:17]([NH:2][C@@H:3]([C:7]([C:10]1[CH:11]=[CH:12][C:13]([Cl:16])=[CH:14][CH:15]=1)([CH3:9])[CH3:8])[C:4]([OH:6])=[O:5])=[O:23])([CH3:22])([CH3:21])[CH3:20]. The yield is 0.510. (4) The reactants are C[O:2][C:3]1[C:4]([CH3:33])=[C:5]([C:24]([O:31]C)=[C:25]([O:29][CH3:30])[C:26]=1[O:27][CH3:28])[CH2:6][C:7]1[CH:8]=[CH:9][C:10]([C:16]2[CH:21]=[CH:20][CH:19]=[CH:18][C:17]=2[O:22][CH3:23])=[C:11]([CH:15]=1)[C:12]([OH:14])=[O:13].O=[N+]([O-])[O-].[O-][N+](=O)[O-].[O-][N+](=O)[O-].[O-][N+](=O)[O-].[O-][N+](=O)[O-].[O-][N+](=O)[O-].[Ce+4].[NH4+].[NH4+]. The catalyst is C(#N)C.O. The product is [CH3:28][O:27][C:26]1[C:3](=[O:2])[C:4]([CH3:33])=[C:5]([CH2:6][C:7]2[CH:8]=[CH:9][C:10]([C:16]3[CH:21]=[CH:20][CH:19]=[CH:18][C:17]=3[O:22][CH3:23])=[C:11]([CH:15]=2)[C:12]([OH:14])=[O:13])[C:24](=[O:31])[C:25]=1[O:29][CH3:30]. The yield is 0.760. (5) The reactants are [F:1][C:2]1[C:3]2[N:4]([CH:20]=[N:21][CH:22]=2)[C:5]([NH:11][C:12]2[CH:17]=[CH:16][C:15]([I:18])=[CH:14][C:13]=2[F:19])=[C:6]([C:8](O)=[O:9])[CH:7]=1.CN(C(ON1N=NC2C=CC=NC1=2)=[N+](C)C)C.F[P-](F)(F)(F)(F)F.CCN(C(C)C)C(C)C.Cl.[OH:57][C@@H:58]([CH3:62])[CH2:59][O:60][NH-:61]. The catalyst is C1COCC1. The product is [OH:57][C@@H:58]([CH3:62])[CH2:59][O:60][NH:61][C:8]([C:6]1[CH:7]=[C:2]([F:1])[C:3]2[N:4]([CH:20]=[N:21][CH:22]=2)[C:5]=1[NH:11][C:12]1[CH:17]=[CH:16][C:15]([I:18])=[CH:14][C:13]=1[F:19])=[O:9]. The yield is 0.0800. (6) The reactants are [NH2:1][C:2]1[CH:7]=[CH:6][C:5]([CH3:8])=[CH:4][N:3]=1.Br[CH2:10][C:11]([C:13]1[CH:18]=[CH:17][C:16]([N+:19]([O-:21])=[O:20])=[CH:15][CH:14]=1)=O.C(=O)(O)[O-].[Na+]. The catalyst is CCO. The product is [CH3:8][C:5]1[CH:6]=[CH:7][C:2]2[N:3]([CH:10]=[C:11]([C:13]3[CH:14]=[CH:15][C:16]([N+:19]([O-:21])=[O:20])=[CH:17][CH:18]=3)[N:1]=2)[CH:4]=1. The yield is 0.400.